From a dataset of NCI-60 drug combinations with 297,098 pairs across 59 cell lines. Regression. Given two drug SMILES strings and cell line genomic features, predict the synergy score measuring deviation from expected non-interaction effect. (1) Drug 1: CC1=C(C=C(C=C1)NC2=NC=CC(=N2)N(C)C3=CC4=NN(C(=C4C=C3)C)C)S(=O)(=O)N.Cl. Drug 2: CC1CCC2CC(C(=CC=CC=CC(CC(C(=O)C(C(C(=CC(C(=O)CC(OC(=O)C3CCCCN3C(=O)C(=O)C1(O2)O)C(C)CC4CCC(C(C4)OC)O)C)C)O)OC)C)C)C)OC. Cell line: OVCAR3. Synergy scores: CSS=17.9, Synergy_ZIP=-2.50, Synergy_Bliss=0.695, Synergy_Loewe=-16.3, Synergy_HSA=0.732. (2) Drug 1: C1CN1P(=S)(N2CC2)N3CC3. Drug 2: CN1C(=O)N2C=NC(=C2N=N1)C(=O)N. Cell line: MDA-MB-231. Synergy scores: CSS=17.8, Synergy_ZIP=1.53, Synergy_Bliss=8.34, Synergy_Loewe=-2.16, Synergy_HSA=3.97. (3) Drug 1: CN(C)N=NC1=C(NC=N1)C(=O)N. Drug 2: CC1=CC=C(C=C1)C2=CC(=NN2C3=CC=C(C=C3)S(=O)(=O)N)C(F)(F)F. Cell line: A549. Synergy scores: CSS=2.16, Synergy_ZIP=-1.66, Synergy_Bliss=-1.32, Synergy_Loewe=-3.84, Synergy_HSA=-2.71. (4) Drug 1: C1=C(C(=O)NC(=O)N1)F. Drug 2: CC1=C(N=C(N=C1N)C(CC(=O)N)NCC(C(=O)N)N)C(=O)NC(C(C2=CN=CN2)OC3C(C(C(C(O3)CO)O)O)OC4C(C(C(C(O4)CO)O)OC(=O)N)O)C(=O)NC(C)C(C(C)C(=O)NC(C(C)O)C(=O)NCCC5=NC(=CS5)C6=NC(=CS6)C(=O)NCCC[S+](C)C)O. Cell line: COLO 205. Synergy scores: CSS=45.1, Synergy_ZIP=-0.157, Synergy_Bliss=-0.567, Synergy_Loewe=-1.23, Synergy_HSA=1.37.